Dataset: Forward reaction prediction with 1.9M reactions from USPTO patents (1976-2016). Task: Predict the product of the given reaction. (1) Given the reactants Br[C:2]1[CH:7]=[CH:6][C:5]([NH:8][C:9]([CH:11]2[CH2:13][CH2:12]2)=[O:10])=[C:4]([C:14]#[N:15])[CH:3]=1.[B:16]1([B:16]2[O:20][C:19]([CH3:22])([CH3:21])[C:18]([CH3:24])([CH3:23])[O:17]2)[O:20][C:19]([CH3:22])([CH3:21])[C:18]([CH3:24])([CH3:23])[O:17]1.C([O-])(=O)C.[K+], predict the reaction product. The product is: [C:14]([C:4]1[CH:3]=[C:2]([B:16]2[O:20][C:19]([CH3:22])([CH3:21])[C:18]([CH3:24])([CH3:23])[O:17]2)[CH:7]=[CH:6][C:5]=1[NH:8][C:9]([CH:11]1[CH2:13][CH2:12]1)=[O:10])#[N:15]. (2) The product is: [OH:38][CH:34]([CH2:33][C:27]1[CH:32]=[CH:31][CH:30]=[CH:29][CH:28]=1)[CH2:35]/[CH:36]=[CH:37]/[C:40]1[CH:49]=[CH:48][CH:47]=[CH:46][C:41]=1[C:42]([O:44][CH3:45])=[O:43]. Given the reactants C(N(CC)CC)C.C1(P(C2C=CC=CC=2)C2C=CC=CC=2)C=CC=CC=1.[C:27]1([CH2:33][CH:34]([OH:38])[CH2:35][CH:36]=[CH2:37])[CH:32]=[CH:31][CH:30]=[CH:29][CH:28]=1.I[C:40]1[CH:49]=[CH:48][CH:47]=[CH:46][C:41]=1[C:42]([O:44][CH3:45])=[O:43], predict the reaction product. (3) Given the reactants [Br:1][C:2]1[CH:7]=[CH:6][CH:5]=[CH:4][C:3]=1[CH2:8][C:9]([CH3:16])([CH3:15])[C:10]([O:12]CC)=[O:11].[OH-].[Na+].Cl, predict the reaction product. The product is: [Br:1][C:2]1[CH:7]=[CH:6][CH:5]=[CH:4][C:3]=1[CH2:8][C:9]([CH3:16])([CH3:15])[C:10]([OH:12])=[O:11]. (4) Given the reactants C([N:4]1[C:12]2[C:7](=[CH:8][C:9]([N+:13]([O-:15])=[O:14])=[CH:10][CH:11]=2)[C:6](=[C:16](OCC)[C:17]2[CH:22]=[CH:21][CH:20]=[CH:19][CH:18]=2)[C:5]1=[O:26])(=O)C.[O:27]1[CH2:32][CH2:31][N:30]([CH2:33][CH2:34][C:35]2[CH:41]=[CH:40][C:38]([NH2:39])=[CH:37][CH:36]=2)[CH2:29][CH2:28]1.[OH-].[Na+], predict the reaction product. The product is: [O:27]1[CH2:28][CH2:29][N:30]([CH2:33][CH2:34][C:35]2[CH:41]=[CH:40][C:38]([NH:39]/[C:16](=[C:6]3\[C:5](=[O:26])[NH:4][C:12]4[C:7]\3=[CH:8][C:9]([N+:13]([O-:15])=[O:14])=[CH:10][CH:11]=4)/[C:17]3[CH:18]=[CH:19][CH:20]=[CH:21][CH:22]=3)=[CH:37][CH:36]=2)[CH2:31][CH2:32]1. (5) Given the reactants Br[C:2]1[CH:11]=[CH:10][C:5]2[C:6]([NH2:9])=[N:7][O:8][C:4]=2[CH:3]=1.CC1(C)C(C)(C)OB([C:20]2[CH:25]=[CH:24][C:23]([C:26]3[NH:30][C:29]([C@@H:31]4[CH2:35][CH2:34][CH2:33][N:32]4[C:36]([O:38][C:39]([CH3:42])([CH3:41])[CH3:40])=[O:37])=[N:28][CH:27]=3)=[CH:22][CH:21]=2)O1.C([O-])(O)=O.[Na+].O.CCOC(C)=O, predict the reaction product. The product is: [NH2:9][C:6]1[C:5]2[CH:10]=[CH:11][C:2]([C:20]3[CH:21]=[CH:22][C:23]([C:26]4[NH:30][C:29]([C@@H:31]5[CH2:35][CH2:34][CH2:33][N:32]5[C:36]([O:38][C:39]([CH3:42])([CH3:41])[CH3:40])=[O:37])=[N:28][CH:27]=4)=[CH:24][CH:25]=3)=[CH:3][C:4]=2[O:8][N:7]=1.